From a dataset of Forward reaction prediction with 1.9M reactions from USPTO patents (1976-2016). Predict the product of the given reaction. The product is: [Cl:22][C:23]1[C:24]([C:37]2[C:38](=[O:39])[NH:40][C:9](=[O:21])[C:10]=2[C:12]2[C:20]3[C:15](=[CH:16][CH:17]=[CH:18][CH:19]=3)[NH:14][CH:13]=2)=[C:25]2[C:30](=[CH:31][CH:32]=1)[N:29]=[CH:28][C:27]([CH2:33][N:34]([CH3:35])[CH3:36])=[N:26]2.[CH3:35][N:34]([CH2:33][C:27]1[CH:28]=[N:29][C:30]2[C:25]([N:26]=1)=[C:24]([C:37]1[C:38](=[O:39])[NH:40][C:9](=[O:8])[C:10]=1[C:12]1[C:20]3[C:15](=[CH:16][CH:17]=[CH:18][CH:19]=3)[NH:14][CH:13]=1)[C:23]([OH:4])=[CH:32][CH:31]=2)[CH3:36]. Given the reactants CC(C)([O-:4])C.[K+].C[O:8][C:9](=[O:21])[C:10]([C:12]1[C:20]2[C:15](=[CH:16][CH:17]=[CH:18][CH:19]=2)[NH:14][CH:13]=1)=O.[Cl:22][C:23]1[C:24]([CH2:37][C:38]([NH2:40])=[O:39])=[C:25]2[C:30](=[CH:31][CH:32]=1)[N:29]=[CH:28][C:27]([CH2:33][N:34]([CH3:36])[CH3:35])=[N:26]2.[NH4+].[Cl-], predict the reaction product.